Dataset: Full USPTO retrosynthesis dataset with 1.9M reactions from patents (1976-2016). Task: Predict the reactants needed to synthesize the given product. Given the product [CH2:23]([NH:25][CH2:1][C:3]1[CH:4]=[C:5]2[C:9](=[CH:10][CH:11]=1)[NH:8][C:7]([C:12]([NH2:14])=[O:13])=[C:6]2[S:15][C:16]1[CH:21]=[CH:20][CH:19]=[CH:18][CH:17]=1)[CH3:24], predict the reactants needed to synthesize it. The reactants are: [CH:1]([C:3]1[CH:4]=[C:5]2[C:9](=[CH:10][CH:11]=1)[NH:8][C:7]([C:12]([NH2:14])=[O:13])=[C:6]2[S:15][C:16]1[CH:21]=[CH:20][CH:19]=[CH:18][CH:17]=1)=O.Cl.[CH2:23]([NH2:25])[CH3:24].